The task is: Predict the reactants needed to synthesize the given product.. This data is from Full USPTO retrosynthesis dataset with 1.9M reactions from patents (1976-2016). (1) Given the product [C:1](=[O:15])([O:12][CH:13]=[CH2:14])[O:2][CH2:3][CH2:8][O:24][C:20](=[O:19])[C:21]([CH3:23])=[CH2:22], predict the reactants needed to synthesize it. The reactants are: [C:1](=[O:15])([O:12][CH:13]=[CH2:14])[O:2][C:3]1[CH:8]=CC([N+]([O-])=O)=CC=1.OCC[O:19][C:20](=[O:24])[C:21]([CH3:23])=[CH2:22].CS(C)=O.[OH-].[Na+]. (2) Given the product [CH3:13][C:14]1([CH3:50])[CH2:23][CH2:22][C:21]2[C:16](=[CH:17][CH:18]=[C:19]([C:24]3[C:29](=[O:30])[N:28]([CH2:31][C:32]4[CH:37]=[CH:36][C:35]([C:38]5[CH:43]=[CH:42][CH:41]=[CH:40][C:39]=5[C:44]5[NH:3][C:4](=[O:7])[O:5][N:45]=5)=[CH:34][CH:33]=4)[C:27]([CH2:46][CH2:47][CH3:48])=[N:26][C:25]=3[CH3:49])[CH:20]=2)[O:15]1, predict the reactants needed to synthesize it. The reactants are: [Cl-].O[NH3+:3].[C:4](=[O:7])([O-])[OH:5].[Na+].CS(C)=O.[CH3:13][C:14]1([CH3:50])[CH2:23][CH2:22][C:21]2[C:16](=[CH:17][CH:18]=[C:19]([C:24]3[C:29](=[O:30])[N:28]([CH2:31][C:32]4[CH:37]=[CH:36][C:35]([C:38]5[C:39]([C:44]#[N:45])=[CH:40][CH:41]=[CH:42][CH:43]=5)=[CH:34][CH:33]=4)[C:27]([CH2:46][CH2:47][CH3:48])=[N:26][C:25]=3[CH3:49])[CH:20]=2)[O:15]1. (3) The reactants are: [Cl:1][C:2]1[CH:3]=[C:4]2[C:10]3([CH2:15][CH2:14][N:13](C(OC(C)(C)C)=O)[CH2:12][CH2:11]3)[CH2:9][N:8]([C:23]([C:25]3[CH:30]=[CH:29][N:28]=[C:27]([Cl:31])[CH:26]=3)=[O:24])[C:5]2=[CH:6][CH:7]=1. Given the product [Cl:31][C:27]1[CH:26]=[C:25]([C:23]([N:8]2[C:5]3[C:4](=[CH:3][C:2]([Cl:1])=[CH:7][CH:6]=3)[C:10]3([CH2:11][CH2:12][NH:13][CH2:14][CH2:15]3)[CH2:9]2)=[O:24])[CH:30]=[CH:29][N:28]=1, predict the reactants needed to synthesize it. (4) Given the product [I:1][C:2]1[C:11]([CH2:12][OH:13])=[C:10]([CH2:14][N:15]2[CH2:16][CH2:17][N:18]([CH3:21])[CH2:19][CH2:20]2)[C:9]2[CH:8]=[C:7]3[O:22][CH2:23][CH2:24][O:25][C:6]3=[CH:5][C:4]=2[N:3]=1, predict the reactants needed to synthesize it. The reactants are: [I:1][C:2]1[C:11]([CH:12]=[O:13])=[C:10]([CH2:14][N:15]2[CH2:20][CH2:19][N:18]([CH3:21])[CH2:17][CH2:16]2)[C:9]2[CH:8]=[C:7]3[O:22][CH2:23][CH2:24][O:25][C:6]3=[CH:5][C:4]=2[N:3]=1.[BH4-].[Na+]. (5) Given the product [CH3:40][C:41]1[CH:57]=[CH:56][CH:55]=[CH:54][C:42]=1[CH2:43][NH:44][C:45]([C@@H:47]1[C:51]([CH3:53])([CH3:52])[S:50][CH2:49][N:48]1[C:18](=[O:20])[C@@H:17]([OH:16])[C@@H:21]([NH:29][C:30](=[O:39])[C:31]1[CH:36]=[CH:35][CH:34]=[C:33]([OH:37])[C:32]=1[CH3:38])[CH2:22][C:23]1[CH:28]=[CH:27][CH:26]=[CH:25][CH:24]=1)=[O:46], predict the reactants needed to synthesize it. The reactants are: C1(N=C=NC2CCCCC2)CCCCC1.[OH:16][C@@H:17]([C@@H:21]([NH:29][C:30](=[O:39])[C:31]1[CH:36]=[CH:35][CH:34]=[C:33]([OH:37])[C:32]=1[CH3:38])[CH2:22][C:23]1[CH:28]=[CH:27][CH:26]=[CH:25][CH:24]=1)[C:18]([OH:20])=O.[CH3:40][C:41]1[CH:57]=[CH:56][CH:55]=[CH:54][C:42]=1[CH2:43][NH:44][C:45]([C@@H:47]1[C:51]([CH3:53])([CH3:52])[S:50][CH2:49][NH:48]1)=[O:46].C1C=CC2N(O)N=NC=2C=1.O. (6) Given the product [CH2:1]([O:8][C:9]1[C:10]([C:30]([O:32][C:33]([CH3:36])([CH3:35])[CH3:34])=[O:31])=[N:11][C:12]([CH2:16][CH:17]2[CH2:22][CH2:21][N:20]([C:23]3[CH:28]=[CH:27][C:26]([C:38]4[CH:52]=[CH:51][C:41]([CH2:42][O:43][Si:44]([C:47]([CH3:49])([CH3:48])[CH3:50])([CH3:45])[CH3:46])=[CH:40][C:39]=4[F:53])=[CH:25][CH:24]=3)[CH2:19][CH2:18]2)=[N:13][C:14]=1[CH3:15])[C:2]1[CH:7]=[CH:6][CH:5]=[CH:4][CH:3]=1, predict the reactants needed to synthesize it. The reactants are: [CH2:1]([O:8][C:9]1[C:10]([C:30]([O:32][C:33]([CH3:36])([CH3:35])[CH3:34])=[O:31])=[N:11][C:12]([CH2:16][CH:17]2[CH2:22][CH2:21][N:20]([C:23]3[CH:28]=[CH:27][C:26](Br)=[CH:25][CH:24]=3)[CH2:19][CH2:18]2)=[N:13][C:14]=1[CH3:15])[C:2]1[CH:7]=[CH:6][CH:5]=[CH:4][CH:3]=1.Br[C:38]1[CH:52]=[CH:51][C:41]([CH2:42][O:43][Si:44]([C:47]([CH3:50])([CH3:49])[CH3:48])([CH3:46])[CH3:45])=[CH:40][C:39]=1[F:53]. (7) Given the product [C:6]([N:8]([C:6]([O:5][C:1]([CH3:2])([CH3:3])[CH3:4])=[O:7])[C@H:9]([CH2:22][OH:24])[CH2:10][CH2:11][CH2:12][CH2:13][NH2:14])([O:5][C:1]([CH3:4])([CH3:3])[CH3:2])=[O:7], predict the reactants needed to synthesize it. The reactants are: [C:1]([O:5][C:6]([NH:8][C@H:9]([C:22]([O:24]C)=O)[CH2:10][CH2:11][CH2:12][CH2:13][NH:14]C(OC(C)(C)C)=O)=[O:7])([CH3:4])([CH3:3])[CH3:2].[BH4-].[Li+]. (8) Given the product [F:1][C:2]1[CH:7]=[CH:6][C:5]([NH:8][C:9]2[C:10]3[C:17]([CH3:18])=[C:16]([C:19]([OH:21])=[O:20])[S:15][C:11]=3[N:12]=[CH:13][N:14]=2)=[C:4]([O:23][CH:24]2[CH2:28][CH2:27][CH:26]([OH:29])[CH2:25]2)[CH:3]=1, predict the reactants needed to synthesize it. The reactants are: [F:1][C:2]1[CH:7]=[CH:6][C:5]([NH:8][C:9]2[C:10]3[C:17]([CH3:18])=[C:16]([C:19]([O:21]C)=[O:20])[S:15][C:11]=3[N:12]=[CH:13][N:14]=2)=[C:4]([O:23][CH:24]2[CH2:28][CH2:27][CH:26]([OH:29])[CH2:25]2)[CH:3]=1.Cl. (9) Given the product [C:3]([C:2]([NH:1][C:23](=[S:24])[C:22]1[CH:21]=[CH:20][C:19]([C:18]([F:17])([F:28])[F:29])=[CH:27][CH:26]=1)([CH3:16])[CH2:5][N:6]1[N:10]=[C:9]2[CH:11]=[CH:12][C:13]([CH3:15])=[CH:14][C:8]2=[N:7]1)#[N:4], predict the reactants needed to synthesize it. The reactants are: [NH2:1][C:2]([CH3:16])([CH2:5][N:6]1[N:10]=[C:9]2[CH:11]=[CH:12][C:13]([CH3:15])=[CH:14][C:8]2=[N:7]1)[C:3]#[N:4].[F:17][C:18]([F:29])([F:28])[C:19]1[CH:27]=[CH:26][C:22]([C:23](Cl)=[S:24])=[CH:21][CH:20]=1.